Task: Predict the reactants needed to synthesize the given product.. Dataset: Full USPTO retrosynthesis dataset with 1.9M reactions from patents (1976-2016) (1) Given the product [CH3:21][O:22][C:23](=[O:27])[C:24]([C:13]1[N:14]2[C:19]([CH:18]=[CH:17][CH:16]=[CH:15]2)=[C:11]([S:8]([C:5]2[CH:4]=[CH:3][C:2]([Cl:1])=[CH:7][CH:6]=2)(=[O:10])=[O:9])[C:12]=1[CH3:20])=[O:25], predict the reactants needed to synthesize it. The reactants are: [Cl:1][C:2]1[CH:7]=[CH:6][C:5]([S:8]([C:11]2[C:12]([CH3:20])=[CH:13][N:14]3[C:19]=2[CH:18]=[CH:17][CH:16]=[CH:15]3)(=[O:10])=[O:9])=[CH:4][CH:3]=1.[CH3:21][O:22][C:23](=[O:27])[C:24](Cl)=[O:25]. (2) Given the product [CH3:34][N:35]([CH3:36])[C:16]([CH2:15][CH2:14][NH:13][C:11]([C:9]1[CH:8]=[CH:7][C:6]2[N:2]([CH3:1])[C:3]([NH:19][C:20]3[S:21][C:22]4[CH:28]=[C:27]([O:29][C:30]([F:32])([F:33])[F:31])[CH:26]=[CH:25][C:23]=4[N:24]=3)=[N:4][C:5]=2[CH:10]=1)=[O:12])=[O:17], predict the reactants needed to synthesize it. The reactants are: [CH3:1][N:2]1[C:6]2[CH:7]=[CH:8][C:9]([C:11]([NH:13][CH2:14][CH2:15][C:16](O)=[O:17])=[O:12])=[CH:10][C:5]=2[N:4]=[C:3]1[NH:19][C:20]1[S:21][C:22]2[CH:28]=[C:27]([O:29][C:30]([F:33])([F:32])[F:31])[CH:26]=[CH:25][C:23]=2[N:24]=1.[CH3:34][NH:35][CH3:36].CN(C(ON1N=NC2C=CC=CC1=2)=[N+](C)C)C.F[P-](F)(F)(F)(F)F.CCN(C(C)C)C(C)C. (3) Given the product [CH:25]([C:12]1[C:11](=[O:28])[NH:10][C:9](=[O:8])[NH:14][C:13]=1[O:15][C:16]1[CH:17]=[C:18]([CH:21]=[C:22]([CH3:24])[CH:23]=1)[C:19]#[N:20])([CH3:27])[CH3:26], predict the reactants needed to synthesize it. The reactants are: C([O:8][C:9]1[N:14]=[C:13]([O:15][C:16]2[CH:17]=[C:18]([CH:21]=[C:22]([CH3:24])[CH:23]=2)[C:19]#[N:20])[C:12]([CH:25]([CH3:27])[CH3:26])=[C:11]([O:28]CC2C=CC=CC=2)[N:10]=1)C1C=CC=CC=1.[H][H]. (4) Given the product [Br:14][CH2:9][C:6]1[CH:7]=[CH:8][C:3]([O:2][CH3:1])=[CH:4][C:5]=1[CH:11]=[CH2:12], predict the reactants needed to synthesize it. The reactants are: [CH3:1][O:2][C:3]1[CH:8]=[CH:7][C:6]([CH2:9]O)=[C:5]([CH:11]=[CH2:12])[CH:4]=1.P(Br)(Br)[Br:14].O. (5) Given the product [F:16][CH:15]([F:17])[O:1][C:2]1[CH:3]=[CH:4][C:5]([CH3:13])=[C:6]([CH:12]=1)[C:7]([O:9][CH2:10][CH3:11])=[O:8], predict the reactants needed to synthesize it. The reactants are: [OH:1][C:2]1[CH:3]=[CH:4][C:5]([CH3:13])=[C:6]([CH:12]=1)[C:7]([O:9][CH2:10][CH3:11])=[O:8].Cl[CH:15]([F:17])[F:16]. (6) The reactants are: [CH3:1][O:2][C:3]1[CH:4]=[C:5]([CH:17]=[CH:18][CH:19]=1)[CH2:6][N:7]1[CH2:16][CH2:15][C:10]2(OCC[O:11]2)[CH2:9][CH2:8]1.Cl. Given the product [CH3:1][O:2][C:3]1[CH:4]=[C:5]([CH:17]=[CH:18][CH:19]=1)[CH2:6][N:7]1[CH2:8][CH2:9][C:10](=[O:11])[CH2:15][CH2:16]1, predict the reactants needed to synthesize it. (7) Given the product [CH3:15][C:14]([OH:16])([CH3:17])[CH2:13][N:11]1[CH:12]=[C:8]([C:5]2[CH:6]=[CH:7][C:2]([B:18]3[O:22][C:21]([CH3:24])([CH3:23])[C:20]([CH3:26])([CH3:25])[O:19]3)=[CH:3][CH:4]=2)[CH:9]=[N:10]1, predict the reactants needed to synthesize it. The reactants are: Br[C:2]1[CH:7]=[CH:6][C:5]([C:8]2[CH:9]=[N:10][N:11]([CH2:13][C:14]([CH3:17])([OH:16])[CH3:15])[CH:12]=2)=[CH:4][CH:3]=1.[B:18]1([B:18]2[O:22][C:21]([CH3:24])([CH3:23])[C:20]([CH3:26])([CH3:25])[O:19]2)[O:22][C:21]([CH3:24])([CH3:23])[C:20]([CH3:26])([CH3:25])[O:19]1.CC(C1C=C(C(C)C)C(C2C=CC=CC=2P(C2CCCCC2)C2CCCCC2)=C(C(C)C)C=1)C.C([O-])(=O)C.[K+].